Dataset: Reaction yield outcomes from USPTO patents with 853,638 reactions. Task: Predict the reaction yield, written as a fraction of the theoretical maximum amount of product (1.0 means a 100% yield; for example, 0.34 means a 34% yield). The reactants are [Cl:1][C:2]1[N:10]=[CH:9][CH:8]=[CH:7][C:3]=1[C:4](O)=[O:5].C(Cl)(=O)C([Cl:14])=O. The catalyst is C(Cl)Cl.CN(C=O)C. The product is [Cl:1][C:2]1[N:10]=[CH:9][CH:8]=[CH:7][C:3]=1[C:4]([Cl:14])=[O:5]. The yield is 0.990.